Dataset: Forward reaction prediction with 1.9M reactions from USPTO patents (1976-2016). Task: Predict the product of the given reaction. Given the reactants [CH3:1][C:2]1[N:7]=[C:6]([S:8][CH2:9][C:10]2[CH:11]=[N:12][CH:13]=[CH:14][CH:15]=2)[N:5]=[C:4]([OH:16])[CH:3]=1.[ClH:17].O1CCOCC1, predict the reaction product. The product is: [ClH:17].[CH3:1][C:2]1[N:7]=[C:6]([S:8][CH2:9][C:10]2[CH:11]=[N:12][CH:13]=[CH:14][CH:15]=2)[N:5]=[C:4]([OH:16])[CH:3]=1.